The task is: Predict the reactants needed to synthesize the given product.. This data is from Full USPTO retrosynthesis dataset with 1.9M reactions from patents (1976-2016). (1) Given the product [CH3:1][S:2]([C:5]1[CH:6]=[CH:7][C:8]([S:14][CH2:15][C:16]([F:19])([F:18])[F:17])=[C:9]([C:10]([N:31]2[CH2:30][CH2:29][N:28]([C:25]3[CH:24]=[CH:23][C:22]([C:21]([F:34])([F:35])[F:20])=[CH:27][CH:26]=3)[CH2:33][CH2:32]2)=[O:12])[CH:13]=1)(=[O:3])=[O:4], predict the reactants needed to synthesize it. The reactants are: [CH3:1][S:2]([C:5]1[CH:6]=[CH:7][C:8]([S:14][CH2:15][C:16]([F:19])([F:18])[F:17])=[C:9]([CH:13]=1)[C:10]([OH:12])=O)(=[O:4])=[O:3].[F:20][C:21]([F:35])([F:34])[C:22]1[CH:27]=[CH:26][C:25]([N:28]2[CH2:33][CH2:32][NH:31][CH2:30][CH2:29]2)=[CH:24][CH:23]=1. (2) Given the product [C:11]1([CH3:16])[CH:10]=[CH:9][C:14]([O:15][C@H:4]([CH3:8])[C:5]([OH:7])=[O:6])=[CH:13][CH:12]=1, predict the reactants needed to synthesize it. The reactants are: [H-].[Na+].Br[C@H:4]([CH3:8])[C:5]([OH:7])=[O:6].[CH:9]1[C:14]([OH:15])=[CH:13][CH:12]=[C:11]([CH3:16])[CH:10]=1.C1([O-])C=CC=CC=1.BrC(C)C([O-])=O. (3) The reactants are: Cl[C:2]1[C:11]2[C:6](=[CH:7][C:8]([C:12]3[CH:13]=[C:14]([CH:19]=[CH:20][C:21]=3[CH3:22])[C:15]([O:17][CH3:18])=[O:16])=[CH:9][CH:10]=2)[CH:5]=[N:4][N:3]=1.CC1(C)CC(C)OB([C:31](=[CH2:36])[C:32]([F:35])([F:34])[F:33])O1.O.C(=O)([O-])[O-].[Na+].[Na+]. Given the product [CH3:22][C:21]1[CH:20]=[CH:19][C:14]([C:15]([O:17][CH3:18])=[O:16])=[CH:13][C:12]=1[C:8]1[CH:7]=[C:6]2[C:11](=[CH:10][CH:9]=1)[C:2]([C:31](=[CH2:36])[C:32]([F:35])([F:34])[F:33])=[N:3][N:4]=[CH:5]2, predict the reactants needed to synthesize it. (4) Given the product [CH3:1][C:2]1[CH:10]=[C:9]2[C:5]([C:6]([CH:11]=[N:14][OH:15])=[CH:7][NH:8]2)=[CH:4][CH:3]=1, predict the reactants needed to synthesize it. The reactants are: [CH3:1][C:2]1[CH:10]=[C:9]2[C:5]([C:6]([CH:11]=O)=[CH:7][NH:8]2)=[CH:4][CH:3]=1.Cl.[NH2:14][OH:15].C([O-])(=O)C.[Na+]. (5) Given the product [C:16]([N:19]1[C:27]2[C:22](=[CH:23][CH:24]=[C:25]([N:11]3[CH2:12][C@H:13]([CH3:14])[N:8]([CH2:1][C:2]4[CH:3]=[CH:4][CH:5]=[CH:6][CH:7]=4)[C@H:9]([CH3:15])[CH2:10]3)[CH:26]=2)[CH2:21][CH2:20]1)(=[O:18])[CH3:17], predict the reactants needed to synthesize it. The reactants are: [CH2:1]([N:8]1[C@H:13]([CH3:14])[CH2:12][NH:11][CH2:10][C@@H:9]1[CH3:15])[C:2]1[CH:7]=[CH:6][CH:5]=[CH:4][CH:3]=1.[C:16]([N:19]1[C:27]2[C:22](=[CH:23][CH:24]=[C:25](Br)[CH:26]=2)[CH2:21][CH2:20]1)(=[O:18])[CH3:17]. (6) Given the product [N+:41]([C:44]1[CH:45]=[CH:46][C:47]([CH2:48][NH:49][C:15]([C:13]2[N:14]=[C:9]([NH:8][C:6](=[O:7])[O:5][C:1]([CH3:2])([CH3:3])[CH3:4])[CH:10]=[CH:11][CH:12]=2)=[O:17])=[CH:50][CH:51]=1)([O-:43])=[O:42], predict the reactants needed to synthesize it. The reactants are: [C:1]([O:5][C:6]([NH:8][C:9]1[N:14]=[C:13]([C:15]([OH:17])=O)[CH:12]=[CH:11][CH:10]=1)=[O:7])([CH3:4])([CH3:3])[CH3:2].C1C=CC2N(O)N=NC=2C=1.CCN=C=NCCCN(C)C.Cl.Cl.[N+:41]([C:44]1[CH:51]=[CH:50][C:47]([CH2:48][NH2:49])=[CH:46][CH:45]=1)([O-:43])=[O:42].